The task is: Predict the product of the given reaction.. This data is from Forward reaction prediction with 1.9M reactions from USPTO patents (1976-2016). (1) Given the reactants [CH3:1][S:2][C:3]1[C:12]2[C:7](=[CH:8][CH:9]=[CH:10][C:11]=2[NH:13][CH:14]2[CH2:19][CH2:18][N:17](C(OC(C)(C)C)=O)[CH2:16][CH2:15]2)[CH:6]=[N:5][CH:4]=1.[ClH:27].CO, predict the reaction product. The product is: [ClH:27].[CH3:1][S:2][C:3]1[C:12]2[C:7](=[CH:8][CH:9]=[CH:10][C:11]=2[NH:13][CH:14]2[CH2:19][CH2:18][NH:17][CH2:16][CH2:15]2)[CH:6]=[N:5][CH:4]=1. (2) Given the reactants Br[C:2]1[CH:10]=[CH:9][CH:8]=[C:7]2[C:3]=1[C:4]([C:11]1[CH:16]=[CH:15][C:14]([F:17])=[CH:13][CH:12]=1)=[N:5][NH:6]2.[I-:18].[Na+].CNC1CCCCC1NC, predict the reaction product. The product is: [I:18][C:2]1[CH:10]=[CH:9][CH:8]=[C:7]2[C:3]=1[C:4]([C:11]1[CH:16]=[CH:15][C:14]([F:17])=[CH:13][CH:12]=1)=[N:5][NH:6]2. (3) Given the reactants [C:1]([C:4]1[CH:16]=[CH:15][C:14]2[C:13]3[C:8](=[CH:9][C:10]([OH:17])=[CH:11][CH:12]=3)[CH2:7][C:6]=2[CH:5]=1)(=[O:3])[CH3:2].[CH2:18]([O:21][CH2:22][CH2:23][CH2:24][CH2:25]Cl)[CH:19]=[CH2:20].C(=O)([O-])[O-].[K+].[K+].Cl, predict the reaction product. The product is: [C:1]([C:4]1[CH:16]=[CH:15][C:14]2[C:13]3[C:8](=[CH:9][C:10]([O:17][CH2:25][CH2:24][CH2:23][CH2:22][O:21][CH2:18][CH:19]=[CH2:20])=[CH:11][CH:12]=3)[CH2:7][C:6]=2[CH:5]=1)(=[O:3])[CH3:2]. (4) Given the reactants CC([O-])(C)C.[K+].[CH3:7][O:8][CH2:9][O:10][C:11]1[CH:12]=[CH:13][C:14]2[C@@H:15]3[C@@H:23]([CH2:24][C:25](=[O:28])[C:26]=2[CH:27]=1)[C@H:22]1[C@@:18]([CH3:33])([C@@H:19]([O:29][CH2:30][O:31][CH3:32])[CH2:20][CH2:21]1)[CH2:17][CH2:16]3.I[CH2:35][CH2:36][CH2:37][CH2:38][O:39][CH2:40][CH2:41][O:42][CH2:43][CH2:44][O:45][CH2:46][CH2:47][O:48][CH2:49][C:50]1[CH:55]=[CH:54][CH:53]=[CH:52][CH:51]=1, predict the reaction product. The product is: [CH3:7][O:8][CH2:9][O:10][C:11]1[CH:12]=[CH:13][C:14]2[C@@H:15]3[C@@H:23]([C@H:24]([CH2:35][CH2:36][CH2:37][CH2:38][O:39][CH2:40][CH2:41][O:42][CH2:43][CH2:44][O:45][CH2:46][CH2:47][O:48][CH2:49][C:50]4[CH:51]=[CH:52][CH:53]=[CH:54][CH:55]=4)[C:25](=[O:28])[C:26]=2[CH:27]=1)[C@H:22]1[C@@:18]([CH3:33])([C@@H:19]([O:29][CH2:30][O:31][CH3:32])[CH2:20][CH2:21]1)[CH2:17][CH2:16]3.